From a dataset of Catalyst prediction with 721,799 reactions and 888 catalyst types from USPTO. Predict which catalyst facilitates the given reaction. (1) Reactant: [CH3:1][C:2]1([NH2:15])[CH2:7][CH2:6][N:5]([C:8]2[CH:13]=[C:12]([CH3:14])[N:11]=[CH:10][N:9]=2)[CH2:4][CH2:3]1.[C:16](N1C=CC=CC1=O)(N1C=CC=CC1=O)=[S:17]. Product: [N:15]([C:2]1([CH3:1])[CH2:7][CH2:6][N:5]([C:8]2[CH:13]=[C:12]([CH3:14])[N:11]=[CH:10][N:9]=2)[CH2:4][CH2:3]1)=[C:16]=[S:17]. The catalyst class is: 4. (2) Reactant: [NH2:1][C:2]1[N:10]=[C:9]([O:11][CH2:12][CH2:13][CH2:14][CH3:15])[N:8]=[C:7]2[C:3]=1[NH:4][C:5](=[O:40])[N:6]2[CH2:16][CH2:17][CH2:18][CH2:19][N:20]([CH2:35][C:36]([OH:39])([CH3:38])[CH3:37])[S:21]([C:24]1[CH:25]=[C:26]([CH2:30][C:31]([O:33]C)=[O:32])[CH:27]=[CH:28][CH:29]=1)(=[O:23])=[O:22].[OH-].[Li+].O1CCCC1. Product: [NH2:1][C:2]1[N:10]=[C:9]([O:11][CH2:12][CH2:13][CH2:14][CH3:15])[N:8]=[C:7]2[C:3]=1[NH:4][C:5](=[O:40])[N:6]2[CH2:16][CH2:17][CH2:18][CH2:19][N:20]([CH2:35][C:36]([OH:39])([CH3:38])[CH3:37])[S:21]([C:24]1[CH:25]=[C:26]([CH2:30][C:31]([OH:33])=[O:32])[CH:27]=[CH:28][CH:29]=1)(=[O:22])=[O:23]. The catalyst class is: 6. (3) Product: [Cl:36][C:12]1[C:13]2[C:18](=[CH:17][C:16]([S:19]([NH:22][C@H:23]3[CH2:28][CH2:27][CH2:26][CH2:25][C@H:24]3[C:29]([O:31][C:32]([CH3:35])([CH3:34])[CH3:33])=[O:30])(=[O:20])=[O:21])=[CH:15][CH:14]=2)[C:9]([NH:4][C:3]([NH2:5])=[NH:2])=[N:10][CH:11]=1. Reactant: Cl.[NH2:2][C:3]([NH2:5])=[NH:4].[H-].[Na+].Cl[C:9]1[C:18]2[C:13](=[CH:14][CH:15]=[C:16]([S:19]([NH:22][C@H:23]3[CH2:28][CH2:27][CH2:26][CH2:25][C@H:24]3[C:29]([O:31][C:32]([CH3:35])([CH3:34])[CH3:33])=[O:30])(=[O:21])=[O:20])[CH:17]=2)[C:12]([Cl:36])=[CH:11][N:10]=1. The catalyst class is: 57. (4) Reactant: [Cl:1][C:2]1[CH:11]=[CH:10][C:5]([C:6]([O:8][CH3:9])=[O:7])=[CH:4][C:3]=1[S:12](Cl)(=[O:14])=[O:13].[CH:16]1([NH2:19])[CH2:18][CH2:17]1. Product: [Cl:1][C:2]1[CH:11]=[CH:10][C:5]([C:6]([O:8][CH3:9])=[O:7])=[CH:4][C:3]=1[S:12](=[O:14])(=[O:13])[NH:19][CH:16]1[CH2:18][CH2:17]1. The catalyst class is: 12. (5) Reactant: C([O:3][C:4]([C:6]1[N:7]([C:11]2[CH:12]=[N:13][C:14]([Cl:17])=[CH:15][CH:16]=2)[N:8]=[CH:9][CH:10]=1)=[O:5])C.[Li+].[OH-]. Product: [ClH:17].[Cl:17][C:14]1[N:13]=[CH:12][C:11]([N:7]2[C:6]([C:4]([OH:5])=[O:3])=[CH:10][CH:9]=[N:8]2)=[CH:16][CH:15]=1. The catalyst class is: 731.